Dataset: Full USPTO retrosynthesis dataset with 1.9M reactions from patents (1976-2016). Task: Predict the reactants needed to synthesize the given product. (1) Given the product [CH2:1]([NH:8][C:12]1[CH:13]=[N:14][CH:15]=[C:10]([Cl:9])[N:11]=1)[C:2]1[CH:7]=[CH:6][CH:5]=[CH:4][CH:3]=1, predict the reactants needed to synthesize it. The reactants are: [CH2:1]([NH2:8])[C:2]1[CH:7]=[CH:6][CH:5]=[CH:4][CH:3]=1.[Cl:9][C:10]1[CH:15]=[N:14][CH:13]=[C:12](Cl)[N:11]=1.CCN(C(C)C)C(C)C. (2) Given the product [OH:8][C:9]1[CH:16]=[CH:15][C:12]([C:13]#[N:14])=[CH:11][C:10]=1[O:17][CH2:18][CH2:19][CH2:20][CH2:21][OH:22], predict the reactants needed to synthesize it. The reactants are: C([O:8][C:9]1[CH:16]=[CH:15][C:12]([C:13]#[N:14])=[CH:11][C:10]=1[O:17][CH2:18][CH2:19][CH2:20][CH2:21][O:22]CC1C=CC=CC=1)C1C=CC=CC=1. (3) The reactants are: [Cl:1][C:2]1[CH:10]=[CH:9][C:5]([CH2:6][C:7]#[N:8])=[C:4](C)[CH:3]=1.[Cl:12][C:13]1[C:14]([F:21])=[C:15]([CH:18]=[CH:19][CH:20]=1)[CH:16]=O.[CH3:22][O-].[Na+]. Given the product [Cl:12][C:13]1[C:14]([F:21])=[C:15](/[CH:16]=[C:6](/[C:5]2[CH:4]=[CH:3][C:2]([Cl:1])=[C:10]([CH3:22])[CH:9]=2)\[C:7]#[N:8])[CH:18]=[CH:19][CH:20]=1, predict the reactants needed to synthesize it. (4) Given the product [C:11]([OH:13])(=[O:12])[CH3:10].[CH3:16][C:9]1[N:1]=[C:2]2[CH:7]=[CH:6][CH:5]=[CH:4][N:3]2[C:11](=[O:12])[CH:10]=1, predict the reactants needed to synthesize it. The reactants are: [NH2:1][C:2]1[CH:7]=[CH:6][CH:5]=[CH:4][N:3]=1.O=[C:9]([CH3:16])[CH2:10][C:11]([O:13]CC)=[O:12]. (5) The reactants are: [NH2:1][CH2:2][C@@H:3]1[CH2:7][CH2:6][N:5]([C:8]2[C:27]([C:28]3[CH:29]=[N:30][CH:31]=[N:32][CH:33]=3)=[CH:26][C:11]([C:12]([NH:14][C:15]3[CH:20]=[CH:19][C:18]([O:21][C:22]([Cl:25])([F:24])[F:23])=[CH:17][CH:16]=3)=[O:13])=[CH:10][N:9]=2)[CH2:4]1.[C:34](OC(=O)C)(=[O:36])[CH3:35].C([O-])([O-])=O.[Na+].[Na+]. Given the product [C:34]([NH:1][CH2:2][C@H:3]1[CH2:7][CH2:6][N:5]([C:8]2[C:27]([C:28]3[CH:33]=[N:32][CH:31]=[N:30][CH:29]=3)=[CH:26][C:11]([C:12]([NH:14][C:15]3[CH:20]=[CH:19][C:18]([O:21][C:22]([Cl:25])([F:23])[F:24])=[CH:17][CH:16]=3)=[O:13])=[CH:10][N:9]=2)[CH2:4]1)(=[O:36])[CH3:35], predict the reactants needed to synthesize it. (6) Given the product [C:1]([C:5]1[CH:6]=[C:7]2[C:12](=[C:13]([F:15])[CH:14]=1)[C:11](=[O:16])[N:10]([C:17]1[N:24]=[CH:23][CH:22]=[C:21]([C:31]3[CH:30]=[C:29]([NH:42][C:43]4[CH:48]=[CH:47][C:46]([N:49]5[CH2:54][CH2:53][N:52]([CH:55]6[CH2:56][O:57][CH2:58]6)[CH2:51][CH2:50]5)=[CH:45][N:44]=4)[C:28](=[O:59])[N:27]([CH3:26])[CH:32]=3)[C:18]=1[CH:19]=[O:20])[N:9]=[CH:8]2)([CH3:4])([CH3:3])[CH3:2], predict the reactants needed to synthesize it. The reactants are: [C:1]([C:5]1[CH:6]=[C:7]2[C:12](=[C:13]([F:15])[CH:14]=1)[C:11](=[O:16])[N:10]([C:17]1[N:24]=[CH:23][CH:22]=[C:21](Cl)[C:18]=1[CH:19]=[O:20])[N:9]=[CH:8]2)([CH3:4])([CH3:3])[CH3:2].[CH3:26][N:27]1[CH:32]=[C:31](B2OC(C)(C)C(C)(C)O2)[CH:30]=[C:29]([NH:42][C:43]2[CH:48]=[CH:47][C:46]([N:49]3[CH2:54][CH2:53][N:52]([CH:55]4[CH2:58][O:57][CH2:56]4)[CH2:51][CH2:50]3)=[CH:45][N:44]=2)[C:28]1=[O:59].O.